Dataset: Catalyst prediction with 721,799 reactions and 888 catalyst types from USPTO. Task: Predict which catalyst facilitates the given reaction. Reactant: [BH4-].[Li+].C([O:5][C:6]([CH:8]1[CH2:13][CH2:12][N:11]([C:14]2[CH:19]=[C:18]([CH3:20])[N:17]=[C:16]3[N:21]([C:25]4[C:30]([CH3:31])=[CH:29][C:28]([Cl:32])=[CH:27][C:26]=4[CH3:33])[CH:22]=[C:23]([CH3:24])[C:15]=23)[CH2:10][CH2:9]1)=O)C.Cl.[OH-].[Na+]. Product: [Cl:32][C:28]1[CH:29]=[C:30]([CH3:31])[C:25]([N:21]2[C:16]3=[N:17][C:18]([CH3:20])=[CH:19][C:14]([N:11]4[CH2:10][CH2:9][CH:8]([CH2:6][OH:5])[CH2:13][CH2:12]4)=[C:15]3[C:23]([CH3:24])=[CH:22]2)=[C:26]([CH3:33])[CH:27]=1. The catalyst class is: 670.